From a dataset of Forward reaction prediction with 1.9M reactions from USPTO patents (1976-2016). Predict the product of the given reaction. (1) Given the reactants [CH3:1][C:2]1[C:6]([C:7]2[CH:16]=[C:15]3[C:10]([C:11]([NH:18][CH2:19][C:20]4[CH:25]=[CH:24][CH:23]=[CH:22][N:21]=4)=[C:12]([NH2:17])[CH:13]=[N:14]3)=[CH:9][C:8]=2[O:26][CH3:27])=[C:5]([CH3:28])[O:4][N:3]=1.[O:29]1[CH2:34][CH2:33][CH:32]([C:35](Cl)=O)[CH2:31][CH2:30]1.C(=O)([O-])O.[Na+], predict the reaction product. The product is: [CH3:1][C:2]1[C:6]([C:7]2[C:8]([O:26][CH3:27])=[CH:9][C:10]3[C:11]4[N:18]([CH2:19][C:20]5[CH:25]=[CH:24][CH:23]=[CH:22][N:21]=5)[C:35]([CH:32]5[CH2:33][CH2:34][O:29][CH2:30][CH2:31]5)=[N:17][C:12]=4[CH:13]=[N:14][C:15]=3[CH:16]=2)=[C:5]([CH3:28])[O:4][N:3]=1. (2) Given the reactants [C:1]([O:5][C:6](=[O:15])[NH:7][C@H:8]1[CH2:13][CH2:12][C@H:11]([NH2:14])[CH2:10][CH2:9]1)([CH3:4])([CH3:3])[CH3:2].[C:16](O)(=O)[CH3:17].C(O[C:23]1(O[Si](C)(C)C)[CH2:25][CH2:24]1)C.[C:31]([BH3-])#N.[Na+], predict the reaction product. The product is: [C:1]([O:5][C:6](=[O:15])[NH:7][C@H:8]1[CH2:9][CH2:10][C@H:11]([N:14]([CH:17]2[CH2:16][CH2:31]2)[CH:23]2[CH2:25][CH2:24]2)[CH2:12][CH2:13]1)([CH3:4])([CH3:2])[CH3:3]. (3) Given the reactants [F:1][C:2]1[CH:7]=[CH:6][C:5]([C:8]2[O:9][CH:10]=[C:11]([CH2:13][CH2:14][NH2:15])[N:12]=2)=[CH:4][CH:3]=1.[F:16][C:17]([F:33])([F:32])[C:18]1[O:22][N:21]=[C:20]([C:23]2[CH:24]=[N:25][CH:26]=[C:27]([CH:31]=2)[C:28](O)=[O:29])[N:19]=1, predict the reaction product. The product is: [F:1][C:2]1[CH:3]=[CH:4][C:5]([C:8]2[O:9][CH:10]=[C:11]([CH2:13][CH2:14][NH:15][C:28](=[O:29])[C:27]3[CH:31]=[C:23]([C:20]4[N:19]=[C:18]([C:17]([F:33])([F:32])[F:16])[O:22][N:21]=4)[CH:24]=[N:25][CH:26]=3)[N:12]=2)=[CH:6][CH:7]=1. (4) Given the reactants [CH3:1][O:2][C:3]1[CH:11]=[C:10]([O:12][CH3:13])[C:9]([O:14][CH3:15])=[CH:8][C:4]=1[C:5](O)=[O:6].[C:5](O)(=[O:6])[C:4]1[C:3](=[CH:11][C:10](=[C:9]([CH:8]=1)[O:14][CH3:15])[O:12][CH3:13])[O:2][CH3:1].C1(C)C=CC=CC=1.S(Cl)([Cl:40])=O, predict the reaction product. The product is: [C:5]([Cl:40])(=[O:6])[C:4]1[C:3](=[CH:11][C:10](=[C:9]([CH:8]=1)[O:14][CH3:15])[O:12][CH3:13])[O:2][CH3:1]. (5) Given the reactants [C:1]([O:5][C:6]([N:8]1[CH2:26][CH2:25][C:11]2([C:16](=[O:17])[N:15]([C:18]3[CH:19]=[N:20][C:21]([NH2:24])=[CH:22][CH:23]=3)[CH2:14][CH2:13][CH2:12]2)[CH2:10][CH2:9]1)=[O:7])([CH3:4])([CH3:3])[CH3:2].[CH3:27][N:28]([CH3:46])[C:29]([C:31]1[N:40]([CH:41]2[CH2:45][CH2:44][CH2:43][CH2:42]2)[C:34]2[N:35]=[C:36](Cl)[N:37]=[CH:38][C:33]=2[CH:32]=1)=[O:30], predict the reaction product. The product is: [C:1]([O:5][C:6]([N:8]1[CH2:26][CH2:25][C:11]2([C:16](=[O:17])[N:15]([C:18]3[CH:19]=[N:20][C:21]([NH:24][C:36]4[N:37]=[CH:38][C:33]5[CH:32]=[C:31]([C:29](=[O:30])[N:28]([CH3:27])[CH3:46])[N:40]([CH:41]6[CH2:45][CH2:44][CH2:43][CH2:42]6)[C:34]=5[N:35]=4)=[CH:22][CH:23]=3)[CH2:14][CH2:13][CH2:12]2)[CH2:10][CH2:9]1)=[O:7])([CH3:4])([CH3:2])[CH3:3]. (6) Given the reactants [C:1]([C:5]1[CH:9]=[C:8]([NH2:10])[N:7]([C:11]2[CH:16]=[C:15](C)[CH:14]=[CH:13][C:12]=2[CH3:18])[N:6]=1)([CH3:4])([CH3:3])[CH3:2].FC(F)(F)S(O[C:25]1[C:26]([C:31]([O:33][CH2:34][CH3:35])=[O:32])=[N:27][CH:28]=[CH:29][CH:30]=1)(=O)=O.[CH:38]1C=CC(P(C2C(C3C(P(C4C=CC=CC=4)C4C=CC=CC=4)=CC=C4C=3C=CC=C4)=C3C(C=CC=C3)=CC=2)C2C=CC=CC=2)=CC=1.C([O-])([O-])=O.[Cs+].[Cs+], predict the reaction product. The product is: [C:1]([C:5]1[CH:9]=[C:8]([NH:10][C:25]2[C:26]([C:31]([O:33][CH2:34][CH3:35])=[O:32])=[N:27][CH:28]=[CH:29][CH:30]=2)[N:7]([C:11]2[C:16]([CH3:38])=[CH:15][CH:14]=[CH:13][C:12]=2[CH3:18])[N:6]=1)([CH3:3])([CH3:2])[CH3:4]. (7) Given the reactants Br[C:2]1[CH:7]=[CH:6][C:5]([C:8]2[N:9]([CH2:14][C@@H:15]3[CH2:19][CH2:18][N:17]([C:20]([CH:22]4[CH2:24][CH2:23]4)=[O:21])[CH2:16]3)[C:10](=[O:13])[NH:11][N:12]=2)=[C:4]([F:25])[CH:3]=1.CC1(C)C(C)(C)OB([C:34]2[CH:35]=[C:36]3[C:40](=[CH:41][CH:42]=2)[NH:39][CH:38]=[CH:37]3)O1.C([O-])([O-])=O.[Cs+].[Cs+].O1CCOCC1, predict the reaction product. The product is: [CH:22]1([C:20]([N:17]2[CH2:18][CH2:19][C@@H:15]([CH2:14][N:9]3[C:8]([C:5]4[CH:6]=[CH:7][C:2]([C:34]5[CH:35]=[C:36]6[C:40](=[CH:41][CH:42]=5)[NH:39][CH:38]=[CH:37]6)=[CH:3][C:4]=4[F:25])=[N:12][NH:11][C:10]3=[O:13])[CH2:16]2)=[O:21])[CH2:24][CH2:23]1.